From a dataset of Peptide-MHC class II binding affinity with 134,281 pairs from IEDB. Regression. Given a peptide amino acid sequence and an MHC pseudo amino acid sequence, predict their binding affinity value. This is MHC class II binding data. The binding affinity (normalized) is 0. The MHC is DRB1_1101 with pseudo-sequence DRB1_1101. The peptide sequence is AAPANPGLIIGA.